From a dataset of Reaction yield outcomes from USPTO patents with 853,638 reactions. Predict the reaction yield, written as a fraction of the theoretical maximum amount of product (1.0 means a 100% yield; for example, 0.34 means a 34% yield). (1) The reactants are [CH3:1][O:2][C:3](=[O:27])[C:4]1[CH:9]=[CH:8][C:7](C(C2C(O)=CC3C(C)(C)CCC(C)(C)C=3C=2)=O)=[CH:6][CH:5]=1.[H-].[Na+].C(Br)C1C=CC=CC=1. The catalyst is CN(C=O)C. The product is [CH3:1][O:2][C:3](=[O:27])[C:4]1[CH:9]=[CH:8][CH:7]=[CH:6][CH:5]=1. The yield is 0.820. (2) The reactants are [Cl:1][C:2]1[CH:12]=[CH:11][C:5]2[CH2:6][CH2:7][NH:8][CH2:9][CH2:10][C:4]=2[C:3]=1[NH:13][CH2:14][C:15]1[CH:16]=[N:17][C:18]([S:21]([CH2:24][C:25]([CH3:28])([CH3:27])[CH3:26])(=[O:23])=[O:22])=[CH:19][CH:20]=1.[C:29]([OH:36])(=[O:35])[CH2:30][CH2:31][C:32]([OH:34])=[O:33]. The catalyst is CO. The product is [C:29]([OH:36])(=[O:35])[CH2:30][CH2:31][C:32]([OH:34])=[O:33].[Cl:1][C:2]1[CH:12]=[CH:11][C:5]2[CH2:6][CH2:7][NH:8][CH2:9][CH2:10][C:4]=2[C:3]=1[NH:13][CH2:14][C:15]1[CH:16]=[N:17][C:18]([S:21]([CH2:24][C:25]([CH3:28])([CH3:27])[CH3:26])(=[O:23])=[O:22])=[CH:19][CH:20]=1. The yield is 0.990.